Regression. Given two drug SMILES strings and cell line genomic features, predict the synergy score measuring deviation from expected non-interaction effect. From a dataset of NCI-60 drug combinations with 297,098 pairs across 59 cell lines. (1) Drug 1: C1=CC(=CC=C1CCCC(=O)O)N(CCCl)CCCl. Drug 2: CC1=C2C(C(=O)C3(C(CC4C(C3C(C(C2(C)C)(CC1OC(=O)C(C(C5=CC=CC=C5)NC(=O)OC(C)(C)C)O)O)OC(=O)C6=CC=CC=C6)(CO4)OC(=O)C)O)C)O. Cell line: SF-268. Synergy scores: CSS=40.0, Synergy_ZIP=-13.9, Synergy_Bliss=-9.65, Synergy_Loewe=-9.20, Synergy_HSA=-6.49. (2) Drug 1: CN(C)N=NC1=C(NC=N1)C(=O)N. Drug 2: CC1=C(C(=O)C2=C(C1=O)N3CC4C(C3(C2COC(=O)N)OC)N4)N. Cell line: EKVX. Synergy scores: CSS=2.41, Synergy_ZIP=6.70, Synergy_Bliss=2.73, Synergy_Loewe=-1.10, Synergy_HSA=0.507. (3) Drug 1: CN(CCCl)CCCl.Cl. Drug 2: CS(=O)(=O)OCCCCOS(=O)(=O)C. Cell line: NCIH23. Synergy scores: CSS=46.0, Synergy_ZIP=-1.72, Synergy_Bliss=0.297, Synergy_Loewe=-0.129, Synergy_HSA=-0.0383. (4) Drug 1: CC12CCC(CC1=CCC3C2CCC4(C3CC=C4C5=CN=CC=C5)C)O. Drug 2: C1=C(C(=O)NC(=O)N1)N(CCCl)CCCl. Cell line: UACC62. Synergy scores: CSS=31.8, Synergy_ZIP=-9.96, Synergy_Bliss=0.778, Synergy_Loewe=0.318, Synergy_HSA=1.94. (5) Drug 1: C1=C(C(=O)NC(=O)N1)N(CCCl)CCCl. Drug 2: CC1=C2C(C(=O)C3(C(CC4C(C3C(C(C2(C)C)(CC1OC(=O)C(C(C5=CC=CC=C5)NC(=O)C6=CC=CC=C6)O)O)OC(=O)C7=CC=CC=C7)(CO4)OC(=O)C)O)C)OC(=O)C. Cell line: SK-MEL-28. Synergy scores: CSS=15.4, Synergy_ZIP=-2.93, Synergy_Bliss=-1.84, Synergy_Loewe=-5.69, Synergy_HSA=-0.226. (6) Synergy scores: CSS=43.9, Synergy_ZIP=-1.47, Synergy_Bliss=0.610, Synergy_Loewe=-8.37, Synergy_HSA=0.925. Cell line: RPMI-8226. Drug 1: C1=CC(=CC=C1CCCC(=O)O)N(CCCl)CCCl. Drug 2: C1CN(CCN1C(=O)CCBr)C(=O)CCBr.